Dataset: Catalyst prediction with 721,799 reactions and 888 catalyst types from USPTO. Task: Predict which catalyst facilitates the given reaction. (1) Product: [F:13][C:3]1[C:4]([F:12])=[C:5]([C:6]#[N:7])[C:8]([F:11])=[C:9]([F:10])[C:2]=1[C:18]1[CH:19]=[C:20]([C:22]([F:25])([F:23])[F:24])[CH:21]=[C:16]([C:15]([F:14])([F:30])[F:29])[CH:17]=1. The catalyst class is: 109. Reactant: Br[C:2]1[C:9]([F:10])=[C:8]([F:11])[C:5]([C:6]#[N:7])=[C:4]([F:12])[C:3]=1[F:13].[F:14][C:15]([F:30])([F:29])[C:16]1[CH:17]=[C:18](B(O)O)[CH:19]=[C:20]([C:22]([F:25])([F:24])[F:23])[CH:21]=1.C(=O)([O-])[O-].[Cs+].[Cs+]. (2) Reactant: [F:1][C:2]1[CH:3]=[C:4]([C:8]2[C@:9]3([CH2:25][CH2:24][C@H:23]4[C@@H:14]([CH2:15][CH2:16][C:17]5[CH:18]=[C:19]([OH:26])[CH:20]=[CH:21][C:22]=54)[C@@H:11]3[CH2:12][CH:13]=2)[CH3:10])[CH:5]=[N:6][CH:7]=1.Br[CH2:28][C:29](C)(C)[CH2:30][OH:31].C(=O)([O-])[O-:35].[K+].[K+].[I-].[K+]. Product: [F:1][C:2]1[CH:3]=[C:4]([C:8]2[C@:9]3([CH2:25][CH2:24][C@H:23]4[C@@H:14]([CH2:15][CH2:16][C:17]5[CH:18]=[C:19]([O:26][CH2:28][CH:29]([OH:35])[CH2:30][OH:31])[CH:20]=[CH:21][C:22]=54)[C@@H:11]3[CH2:12][CH:13]=2)[CH3:10])[CH:5]=[N:6][CH:7]=1. The catalyst class is: 58. (3) Reactant: FC(F)(F)C(OC(=O)C(F)(F)F)=O.[N+:14]([O-:17])([O-])=[O:15].[NH4+].[CH3:19][O:20][C:21]([C:23]([NH:25][C:26]1[CH:31]=[CH:30][C:29]([C@H:32]2[CH2:37][CH2:36][C@H:35]([CH2:38][C:39]([O:41][CH3:42])=[O:40])[CH2:34][CH2:33]2)=[CH:28][CH:27]=1)=[O:24])=[O:22]. Product: [CH3:19][O:20][C:21]([C:23]([NH:25][C:26]1[CH:31]=[CH:30][C:29]([C@H:32]2[CH2:37][CH2:36][C@H:35]([CH2:38][C:39]([O:41][CH3:42])=[O:40])[CH2:34][CH2:33]2)=[CH:28][C:27]=1[N+:14]([O-:17])=[O:15])=[O:24])=[O:22]. The catalyst class is: 2. (4) The catalyst class is: 2. Reactant: I[C:2]1[C:10]2[C:5](=[CH:6][C:7]([C@H:11]3[C@@:13]4([C:21]5[C:16](=[CH:17][CH:18]=[C:19]([O:22][CH3:23])[CH:20]=5)[N:15]([CH3:24])[C:14]4=[O:25])[CH2:12]3)=[CH:8][CH:9]=2)[NH:4][N:3]=1.CC1(C)C(C)(C)OB([C:34]2[CH:39]=[CH:38][C:37]([N:40]3[CH2:45][CH2:44][N:43](C(OC(C)(C)C)=O)[CH2:42][CH2:41]3)=[CH:36][CH:35]=2)O1.[C:54]([OH:60])([C:56]([F:59])([F:58])[F:57])=[O:55]. Product: [F:57][C:56]([F:59])([F:58])[C:54]([OH:60])=[O:55].[CH3:23][O:22][C:19]1[CH:20]=[C:21]2[C:16](=[CH:17][CH:18]=1)[N:15]([CH3:24])[C:14](=[O:25])[C@:13]12[CH2:12][C@H:11]1[C:7]1[CH:6]=[C:5]2[C:10]([C:2]([C:34]3[CH:35]=[CH:36][C:37]([N:40]4[CH2:41][CH2:42][NH:43][CH2:44][CH2:45]4)=[CH:38][CH:39]=3)=[N:3][NH:4]2)=[CH:9][CH:8]=1.